This data is from M1 muscarinic receptor agonist screen with 61,833 compounds. The task is: Binary Classification. Given a drug SMILES string, predict its activity (active/inactive) in a high-throughput screening assay against a specified biological target. The result is 0 (inactive). The compound is O=C(NCCCOC)c1c(n(c2nc3c(nc12)cccc3)Cc1ccccc1)NC(=O)c1occc1.